Dataset: Forward reaction prediction with 1.9M reactions from USPTO patents (1976-2016). Task: Predict the product of the given reaction. (1) Given the reactants Br[CH:2]1[CH2:7][CH2:6][N:5]([C:8]([O:10][C:11]([CH3:14])([CH3:13])[CH3:12])=[O:9])[CH2:4][CH2:3]1.C([O-])([O-])=O.[K+].[K+].[N:21]1[NH:22][C:23](=[O:27])[CH:24]=[CH:25][CH:26]=1.O, predict the reaction product. The product is: [O:27]=[C:23]1[N:22]([CH:2]2[CH2:7][CH2:6][N:5]([C:8]([O:10][C:11]([CH3:14])([CH3:13])[CH3:12])=[O:9])[CH2:4][CH2:3]2)[N:21]=[CH:26][CH:25]=[CH:24]1. (2) Given the reactants [C:1](=[N:14][NH2:15])([C:8]1[CH:13]=[CH:12][CH:11]=[CH:10][CH:9]=1)[C:2]1[CH:7]=[CH:6][CH:5]=[CH:4][CH:3]=1.Br[C:17]1[CH:22]=[CH:21][CH:20]=[CH:19][CH:18]=1, predict the reaction product. The product is: [C:2]1([C:1]([C:8]2[CH:9]=[CH:10][CH:11]=[CH:12][CH:13]=2)=[N:14][NH:15][C:17]2[CH:22]=[CH:21][CH:20]=[CH:19][CH:18]=2)[CH:7]=[CH:6][CH:5]=[CH:4][CH:3]=1. (3) Given the reactants Br[C:2]1[N:7]=[C:6]([CH:8]=[O:9])[CH:5]=[CH:4][C:3]=1[O:10][CH2:11][CH2:12][O:13][Si:14]([C:17]([CH3:20])([CH3:19])[CH3:18])([CH3:16])[CH3:15].[CH3:21][S:22]([C:25]1[CH:26]=[C:27](B(O)O)[CH:28]=[CH:29][CH:30]=1)(=[O:24])=[O:23].C([O-])([O-])=O.[Na+].[Na+], predict the reaction product. The product is: [Si:14]([O:13][CH2:12][CH2:11][O:10][C:3]1[CH:4]=[CH:5][C:6]([CH:8]=[O:9])=[N:7][C:2]=1[C:29]1[CH:28]=[CH:27][CH:26]=[C:25]([S:22]([CH3:21])(=[O:24])=[O:23])[CH:30]=1)([C:17]([CH3:20])([CH3:19])[CH3:18])([CH3:16])[CH3:15]. (4) Given the reactants FC(F)(F)C(O)=O.C(OC(=O)[NH:14][CH:15]1[CH2:20][CH2:19][N:18]([CH2:21][CH:22]2[CH2:35][C:34]3[C:33]4[C:28](=[CH:29][CH:30]=[C:31]([O:36][CH3:37])[CH:32]=4)[N:27]=[CH:26][C:25]=3[O:24][CH2:23]2)[CH2:17][CH2:16]1)(C)(C)C, predict the reaction product. The product is: [CH3:37][O:36][C:31]1[CH:32]=[C:33]2[C:28](=[CH:29][CH:30]=1)[N:27]=[CH:26][C:25]1[O:24][CH2:23][CH:22]([CH2:21][N:18]3[CH2:19][CH2:20][CH:15]([NH2:14])[CH2:16][CH2:17]3)[CH2:35][C:34]2=1. (5) The product is: [ClH:48].[CH2:36]([C:33]1([C:30]2[CH:29]=[CH:28][C:27]([CH2:26][CH:15]([NH:16][S:17]([C:20]3[CH:25]=[CH:24][CH:23]=[CH:22][N:21]=3)(=[O:19])=[O:18])[C:11]3[N:10]=[C:9]([NH:8][CH2:40][C:41]([OH:43])=[O:42])[CH:14]=[CH:13][CH:12]=3)=[CH:32][CH:31]=2)[CH2:35][CH2:34]1)[CH2:37][CH2:38][CH3:39]. Given the reactants C(OC([N:8]([CH2:40][C:41]([O:43]C(C)(C)C)=[O:42])[C:9]1[CH:14]=[CH:13][CH:12]=[C:11]([CH:15]([CH2:26][C:27]2[CH:32]=[CH:31][C:30]([C:33]3([CH2:36][CH2:37][CH2:38][CH3:39])[CH2:35][CH2:34]3)=[CH:29][CH:28]=2)[NH:16][S:17]([C:20]2[CH:25]=[CH:24][CH:23]=[CH:22][N:21]=2)(=[O:19])=[O:18])[N:10]=1)=O)(C)(C)C.[ClH:48].O1CCOCC1, predict the reaction product. (6) Given the reactants C[O:2][C:3]1[CH:4]=[C:5]2[C:9](=[CH:10][CH:11]=1)[NH:8][C:7](=[O:12])[CH2:6]2.[C:13](Cl)(=[O:15])[CH3:14].[Al+3].[Cl-].[Cl-].[Cl-], predict the reaction product. The product is: [C:13]([C:11]1[CH:10]=[C:9]2[C:5]([CH2:6][C:7](=[O:12])[NH:8]2)=[CH:4][C:3]=1[OH:2])(=[O:15])[CH3:14]. (7) Given the reactants C1(O[C:8](=[O:44])[NH:9][C:10]2[CH:15]=[CH:14][C:13]([C:16]3[C:26]4[C:25](=[O:27])[N:24]([CH:28]5[CH2:33][CH2:32][O:31][CH2:30][CH2:29]5)[CH2:23][C:22]([CH3:35])([CH3:34])[O:21][C:20]=4[N:19]=[C:18]([N:36]4[CH2:42][CH:41]5[O:43][CH:38]([CH2:39][CH2:40]5)[CH2:37]4)[N:17]=3)=[CH:12][CH:11]=2)C=CC=CC=1.[CH3:45][C:46]1[O:50][N:49]=[C:48]([NH2:51])[CH:47]=1.CN(C=O)C, predict the reaction product. The product is: [CH3:35][C:22]1([CH3:34])[O:21][C:20]2[N:19]=[C:18]([N:36]3[CH2:37][CH:38]4[O:43][CH:41]([CH2:40][CH2:39]4)[CH2:42]3)[N:17]=[C:16]([C:13]3[CH:14]=[CH:15][C:10]([NH:9][C:8]([NH:51][C:48]4[CH:47]=[C:46]([CH3:45])[O:50][N:49]=4)=[O:44])=[CH:11][CH:12]=3)[C:26]=2[C:25](=[O:27])[N:24]([CH:28]2[CH2:29][CH2:30][O:31][CH2:32][CH2:33]2)[CH2:23]1.